Task: Regression. Given a peptide amino acid sequence and an MHC pseudo amino acid sequence, predict their binding affinity value. This is MHC class I binding data.. Dataset: Peptide-MHC class I binding affinity with 185,985 pairs from IEDB/IMGT (1) The peptide sequence is HTAAPWGSY. The MHC is HLA-B18:01 with pseudo-sequence HLA-B18:01. The binding affinity (normalized) is 0.0847. (2) The binding affinity (normalized) is 0.0847. The MHC is HLA-B46:01 with pseudo-sequence HLA-B46:01. The peptide sequence is RYEFTAPFI. (3) The peptide sequence is MFAFSLSVM. The MHC is HLA-A24:02 with pseudo-sequence HLA-A24:02. The binding affinity (normalized) is 0. (4) The binding affinity (normalized) is 0.0847. The MHC is HLA-A02:12 with pseudo-sequence HLA-A02:12. The peptide sequence is AADSFATSY. (5) The peptide sequence is IQNALEKAL. The MHC is HLA-A02:03 with pseudo-sequence HLA-A02:03. The binding affinity (normalized) is 0.0847. (6) The peptide sequence is KHDFIDNPL. The MHC is HLA-A80:01 with pseudo-sequence HLA-A80:01. The binding affinity (normalized) is 0.0847. (7) The peptide sequence is FLRMNLNPL. The MHC is H-2-Db with pseudo-sequence H-2-Db. The binding affinity (normalized) is 0.414. (8) The peptide sequence is LAYEHDVPI. The MHC is HLA-A24:03 with pseudo-sequence HLA-A24:03. The binding affinity (normalized) is 0.0847.